This data is from Full USPTO retrosynthesis dataset with 1.9M reactions from patents (1976-2016). The task is: Predict the reactants needed to synthesize the given product. (1) Given the product [NH2:31][C:30]1[N:29]([CH3:28])[C:1](=[O:4])[C:14]([C:11]2[CH:12]=[CH:13][C:8]([O:7][CH:6]([F:5])[F:26])=[C:9]([CH3:25])[CH:10]=2)([C:15]2[CH:17]=[C:18]([CH3:34])[CH:19]=[CH:20][CH:21]=2)[N:32]=1, predict the reactants needed to synthesize it. The reactants are: [C:1](=[O:4])([O-])[O-].[F:5][CH:6]([F:26])[O:7][C:8]1[CH:13]=[CH:12][C:11]([C:14](=O)[C:15]([C:17]2[CH:18]=[C:19](C)[CH:20]=[CH:21]C=2)=O)=[CH:10][C:9]=1[CH3:25].Cl.[CH3:28][NH:29][C:30]([NH2:32])=[NH:31].O1CCOC[CH2:34]1. (2) Given the product [CH:4]([C:6]1[CH:11]=[CH:10][N:9]=[C:8]([CH2:12][NH:13][C:14]([C:16]2[CH:25]=[C:24]([CH3:26])[C:23]3[C:18](=[C:19]([C:30]([F:32])([F:33])[F:31])[CH:20]=[C:21]([CH:27]4[CH2:28][CH2:29]4)[CH:22]=3)[N:17]=2)=[O:15])[CH:7]=1)=[O:5], predict the reactants needed to synthesize it. The reactants are: CON(C)[C:4]([C:6]1[CH:11]=[CH:10][N:9]=[C:8]([CH2:12][NH:13][C:14]([C:16]2[CH:25]=[C:24]([CH3:26])[C:23]3[C:18](=[C:19]([C:30]([F:33])([F:32])[F:31])[CH:20]=[C:21]([CH:27]4[CH2:29][CH2:28]4)[CH:22]=3)[N:17]=2)=[O:15])[CH:7]=1)=[O:5]. (3) Given the product [CH3:22][N:2]([CH3:1])[C:3]1[CH:4]=[CH:5][C:6]([NH:9][C:10](=[O:21])[CH2:11][C:12]2[CH:17]=[CH:16][C:15]([O:18][C:24]3[C:33]4[C:28](=[CH:29][C:30]([O:36][CH2:37][CH2:38][O:39][CH3:40])=[C:31]([O:34][CH3:35])[CH:32]=4)[N:27]=[CH:26][N:25]=3)=[CH:14][C:13]=2[O:19][CH3:20])=[N:7][CH:8]=1, predict the reactants needed to synthesize it. The reactants are: [CH3:1][N:2]([CH3:22])[C:3]1[CH:4]=[CH:5][C:6]([NH:9][C:10](=[O:21])[CH2:11][C:12]2[CH:17]=[CH:16][C:15]([OH:18])=[CH:14][C:13]=2[O:19][CH3:20])=[N:7][CH:8]=1.Cl[C:24]1[C:33]2[C:28](=[CH:29][C:30]([O:36][CH2:37][CH2:38][O:39][CH3:40])=[C:31]([O:34][CH3:35])[CH:32]=2)[N:27]=[CH:26][N:25]=1. (4) Given the product [OH:25][CH2:24][C:22]1[N:23]=[C:19]([C:16]2[NH:17][C:18]3[C:14]([CH:15]=2)=[CH:13][CH:12]=[CH:11][C:10]=3[NH:9][S:6]([C:2]2[S:1][CH:5]=[CH:4][CH:3]=2)(=[O:8])=[O:7])[S:20][CH:21]=1, predict the reactants needed to synthesize it. The reactants are: [S:1]1[CH:5]=[CH:4][CH:3]=[C:2]1[S:6]([NH:9][C:10]1[CH:11]=[CH:12][CH:13]=[C:14]2[C:18]=1[NH:17][C:16]([C:19]1[S:20][CH:21]=[C:22]([C:24](OCC)=[O:25])[N:23]=1)=[CH:15]2)(=[O:8])=[O:7].O1CCCC1.[H-].[Al+3].[Li+].[H-].[H-].[H-].[Cl-].[NH4+]. (5) Given the product [Cl:21][C:22]1[CH:23]=[C:24]2[C:30]([C:31]3[N:36]=[C:35]([NH:37][C@H:38]4[CH2:48][CH2:47][CH2:46][C:40]5([CH2:44][NH:43][C:42](=[O:45])[CH2:41]5)[CH2:39]4)[C:34]([F:49])=[CH:33][N:32]=3)=[CH:29][NH:28][C:25]2=[N:26][CH:27]=1, predict the reactants needed to synthesize it. The reactants are: ClC1N=C(N[C@H]2CCCC3(CNC(=O)C3)C2)C(F)=CN=1.[Cl:21][C:22]1[CH:23]=[C:24]2[C:30]([C:31]3[N:36]=[C:35]([NH:37][C@H:38]4[CH2:48][CH2:47][CH2:46][C:40]5([CH2:44][NH:43][C:42](=[O:45])[CH2:41]5)[CH2:39]4)[C:34]([F:49])=[CH:33][N:32]=3)=[CH:29][N:28](S(C3C=CC(C)=CC=3)(=O)=O)[C:25]2=[N:26][CH:27]=1.C[O-].[Na+].